This data is from TCR-epitope binding with 47,182 pairs between 192 epitopes and 23,139 TCRs. The task is: Binary Classification. Given a T-cell receptor sequence (or CDR3 region) and an epitope sequence, predict whether binding occurs between them. (1) The epitope is SGPLKAEIAQRLED. The TCR CDR3 sequence is CASSELASGANNPYF. Result: 0 (the TCR does not bind to the epitope). (2) The epitope is ILGLPTQTV. The TCR CDR3 sequence is CASSYVRTAEQFF. Result: 0 (the TCR does not bind to the epitope). (3) The epitope is RISNCVADY. The TCR CDR3 sequence is CASSMTPLGEDTQYF. Result: 0 (the TCR does not bind to the epitope). (4) The epitope is PKYVKQNTLKLAT. The TCR CDR3 sequence is CASSLGTGGINYGYTF. Result: 1 (the TCR binds to the epitope). (5) The epitope is MLNIPSINV. Result: 0 (the TCR does not bind to the epitope). The TCR CDR3 sequence is CASSRLTSGTDTQYF.